Task: Predict which catalyst facilitates the given reaction.. Dataset: Catalyst prediction with 721,799 reactions and 888 catalyst types from USPTO (1) Reactant: [CH3:1][O:2][C:3](=[O:13])[NH:4][C:5]1[CH:10]=[CH:9][C:8]([CH3:11])=[C:7]([F:12])[CH:6]=1.[I:14]([O-])(=O)(=O)=O.[Na+].S(=O)(=O)(O)O. Product: [CH3:1][O:2][C:3](=[O:13])[NH:4][C:5]1[CH:6]=[C:7]([F:12])[C:8]([CH3:11])=[CH:9][C:10]=1[I:14]. The catalyst class is: 23. (2) Reactant: [C:1]([O:5][C:6]([NH:8][CH:9]([C:11]1[C:12]([O:25][CH3:26])=[C:13](/[CH:19]=[CH:20]/[C:21]([O:23][CH3:24])=[O:22])[C:14]([CH3:18])=[C:15]([Cl:17])[CH:16]=1)[CH3:10])=[O:7])([CH3:4])([CH3:3])[CH3:2].N12CCCN=C1CCCCC2.O.[N+:39]([CH3:42])([O-:41])=[O:40]. Product: [C:1]([O:5][C:6]([NH:8][CH:9]([C:11]1[C:12]([O:25][CH3:26])=[C:13]([CH:19]([CH2:42][N+:39]([O-:41])=[O:40])[CH2:20][C:21]([O:23][CH3:24])=[O:22])[C:14]([CH3:18])=[C:15]([Cl:17])[CH:16]=1)[CH3:10])=[O:7])([CH3:3])([CH3:4])[CH3:2]. The catalyst class is: 4. (3) Reactant: [O:1]([C:8]1[CH:19]=[CH:18][C:11]2[NH:12][C:13](=[O:17])O[C:15](=[O:16])[C:10]=2[CH:9]=1)[C:2]1[CH:7]=[CH:6][CH:5]=[CH:4][CH:3]=1.[CH2:20]([CH2:28][CH2:29][C:30]([OH:32])=[O:31])[CH2:21][CH2:22][CH:23]([NH2:27])C(O)=O.C(N(CC)CC)C. Product: [O:17]=[C:13]1[NH:12][C:11]2[CH:18]=[CH:19][C:8]([O:1][C:2]3[CH:3]=[CH:4][CH:5]=[CH:6][CH:7]=3)=[CH:9][C:10]=2[C:15](=[O:16])[NH:27][CH:23]1[CH2:22][CH2:21][CH2:20][CH2:28][CH2:29][C:30]([OH:32])=[O:31]. The catalyst class is: 211. (4) Reactant: [Cl:1][C:2]1[CH:3]=[C:4]([NH:16][C:17]2[C:26]3[C:21](=[CH:22][CH:23]=[CH:24][C:25]=3[O:27][C@H:28]3[CH2:33][CH2:32][CH2:31][N:30](C(OC(C)(C)C)=O)[CH2:29]3)[N:20]=[CH:19][N:18]=2)[CH:5]=[CH:6][C:7]=1[O:8][CH2:9][C:10]1[CH:15]=[CH:14][CH:13]=[CH:12][N:11]=1. Product: [Cl:1][C:2]1[CH:3]=[C:4]([NH:16][C:17]2[C:26]3[C:21](=[CH:22][CH:23]=[CH:24][C:25]=3[O:27][C@H:28]3[CH2:33][CH2:32][CH2:31][NH:30][CH2:29]3)[N:20]=[CH:19][N:18]=2)[CH:5]=[CH:6][C:7]=1[O:8][CH2:9][C:10]1[CH:15]=[CH:14][CH:13]=[CH:12][N:11]=1. The catalyst class is: 67. (5) Reactant: [Br:1][C:2]1[C:6]2[CH2:7][N:8]([C:11](OC(C)(C)C)=[O:12])[CH2:9][CH2:10][C:5]=2[N:4]([C@H:18]2[CH2:22][CH2:21][O:20][CH2:19]2)[N:3]=1.F[C:24](F)(F)C(O)=O.C(N(CC)CC)C.C(OC(=O)C)(=O)C. Product: [Br:1][C:2]1[C:6]2[CH2:7][N:8]([C:11](=[O:12])[CH3:24])[CH2:9][CH2:10][C:5]=2[N:4]([C@H:18]2[CH2:22][CH2:21][O:20][CH2:19]2)[N:3]=1. The catalyst class is: 2. (6) Reactant: [C:1]1([CH:7]([C:31]2[CH:36]=[CH:35][CH:34]=[CH:33][CH:32]=2)[N:8]2[C:16]3[C:11](=[CH:12][CH:13]=[CH:14][CH:15]=3)[CH:10]([C:17]3[C:28]([OH:29])=[CH:27][C:20]4[N:21]([CH3:26])[C:22](=[O:25])C[O:24][C:19]=4[CH:18]=3)[C:9]2=[O:30])[CH:6]=[CH:5][CH:4]=[CH:3][CH:2]=1.C(=O)([O-])[O-].[Cs+].[Cs+].ClCI. Product: [C:1]1([CH:7]([C:31]2[CH:32]=[CH:33][CH:34]=[CH:35][CH:36]=2)[N:8]2[C:16]3[C:11](=[CH:12][CH:13]=[CH:14][CH:15]=3)[CH:10]([C:17]3[C:28]([OH:29])=[CH:27][C:20]4[N:21]([CH3:26])[C:22](=[O:25])[O:24][C:19]=4[CH:18]=3)[C:9]2=[O:30])[CH:6]=[CH:5][CH:4]=[CH:3][CH:2]=1. The catalyst class is: 7.